Dataset: Reaction yield outcomes from USPTO patents with 853,638 reactions. Task: Predict the reaction yield, written as a fraction of the theoretical maximum amount of product (1.0 means a 100% yield; for example, 0.34 means a 34% yield). (1) The catalyst is C(Cl)Cl. The reactants are [CH3:1][O:2][C:3]1[CH:8]=[CH:7][C:6]([O:9][CH3:10])=[CH:5][C:4]=1[Br:11]. The yield is 0.680. The product is [Br:11][C:4]1[C:3]([O:2][CH3:1])=[CH:8][C:7]([C:7]2[CH:8]=[C:3]([O:2][CH3:1])[C:4]([Br:11])=[CH:5][C:6]=2[O:9][CH3:10])=[C:6]([O:9][CH3:10])[CH:5]=1. (2) The reactants are [Cl:1][S:2]([OH:5])(=O)=[O:3].[Br:6][C:7]1[S:8][CH:9]=[CH:10][CH:11]=1. The catalyst is C(Cl)Cl. The product is [Br:6][C:7]1[S:8][C:9]([S:2]([Cl:1])(=[O:5])=[O:3])=[CH:10][CH:11]=1. The yield is 0.750.